From a dataset of Forward reaction prediction with 1.9M reactions from USPTO patents (1976-2016). Predict the product of the given reaction. (1) Given the reactants [Si:1]([O:8][CH:9]([CH2:20][O:21][C:22]1[CH:27]=[CH:26][CH:25]=[C:24]([C:28]2[N:33]=[C:32](Cl)[C:31]([CH3:35])=[C:30]([NH:36][CH:37]3[CH2:42][CH2:41][O:40][CH2:39][CH2:38]3)[N:29]=2)[CH:23]=1)[CH2:10][N:11]([CH3:19])[C:12](=[O:18])[O:13][C:14]([CH3:17])([CH3:16])[CH3:15])([C:4]([CH3:7])([CH3:6])[CH3:5])([CH3:3])[CH3:2].[C:43]([O:51][CH2:52][C:53]1[C:57](B2OC(C)(C)C(C)(C)O2)=[C:56]([CH3:67])[O:55][N:54]=1)(=[O:50])[C:44]1[CH:49]=[CH:48][CH:47]=[CH:46][CH:45]=1.[F-].[K+], predict the reaction product. The product is: [C:43]([O:51][CH2:52][C:53]1[C:57]([C:32]2[C:31]([CH3:35])=[C:30]([NH:36][CH:37]3[CH2:38][CH2:39][O:40][CH2:41][CH2:42]3)[N:29]=[C:28]([C:24]3[CH:25]=[CH:26][CH:27]=[C:22]([O:21][CH2:20][CH:9]([O:8][Si:1]([C:4]([CH3:7])([CH3:6])[CH3:5])([CH3:3])[CH3:2])[CH2:10][N:11]([C:12]([O:13][C:14]([CH3:17])([CH3:15])[CH3:16])=[O:18])[CH3:19])[CH:23]=3)[N:33]=2)=[C:56]([CH3:67])[O:55][N:54]=1)(=[O:50])[C:44]1[CH:45]=[CH:46][CH:47]=[CH:48][CH:49]=1. (2) Given the reactants [CH2:1]([C:3]1[CH:11]=[CH:10][C:6]([C:7](Cl)=O)=[CH:5][CH:4]=1)[CH3:2].Cl[C:13]1[CH:18]=[CH:17][C:16]([C:19]#[N:20])=[CH:15][N:14]=1.ClC1C=C(Cl)C=CC=1C1[C:34]([C:35]2[NH:36][CH:37]=[CH:38][N:39]=2)=[CH:33][N:32]=[C:31]([NH:40][CH2:41][CH2:42][NH:43]C2C=CC([N+]([O-])=O)=CN=2)[N:30]=1, predict the reaction product. The product is: [CH2:1]([C:3]1[CH:11]=[CH:10][C:6]([C:7]2[C:34]([C:35]3[NH:36][CH:37]=[CH:38][N:39]=3)=[CH:33][N:32]=[C:31]([NH:40][CH2:41][CH2:42][NH:43][C:13]3[N:14]=[CH:15][C:16]([C:19]#[N:20])=[CH:17][CH:18]=3)[N:30]=2)=[CH:5][CH:4]=1)[CH3:2].